From a dataset of Full USPTO retrosynthesis dataset with 1.9M reactions from patents (1976-2016). Predict the reactants needed to synthesize the given product. (1) Given the product [CH2:5]([O:4][C:2]([N:12]1[CH2:17][CH2:16][CH:15]([N:18]2[CH2:19][CH2:20][N:21]([C:24]([O:26][C:27]([CH3:30])([CH3:29])[CH3:28])=[O:25])[CH2:22][CH2:23]2)[CH2:14][CH2:13]1)=[O:3])[C:6]1[CH:11]=[CH:10][CH:9]=[CH:8][CH:7]=1, predict the reactants needed to synthesize it. The reactants are: Cl[C:2]([O:4][CH2:5][C:6]1[CH:11]=[CH:10][CH:9]=[CH:8][CH:7]=1)=[O:3].[NH:12]1[CH2:17][CH2:16][CH:15]([N:18]2[CH2:23][CH2:22][N:21]([C:24]([O:26][C:27]([CH3:30])([CH3:29])[CH3:28])=[O:25])[CH2:20][CH2:19]2)[CH2:14][CH2:13]1.C(N(C(C)C)C(C)C)C. (2) The reactants are: [H-].[Na+].[C:3]([O:7][C:8]([NH:10][C:11]1[CH:16]=[CH:15][CH:14]=[CH:13][N:12]=1)=[O:9])([CH3:6])([CH3:5])[CH3:4].Br[CH2:18][CH2:19][CH2:20][CH2:21][C:22]1[CH:27]=[CH:26][C:25]([N+:28]([O-:30])=[O:29])=[CH:24][CH:23]=1. Given the product [C:3]([O:7][C:8]([N:10]([CH2:18][CH2:19][CH2:20][CH2:21][C:22]1[CH:27]=[CH:26][C:25]([N+:28]([O-:30])=[O:29])=[CH:24][CH:23]=1)[C:11]1[CH:16]=[CH:15][CH:14]=[CH:13][N:12]=1)=[O:9])([CH3:6])([CH3:4])[CH3:5], predict the reactants needed to synthesize it. (3) The reactants are: [CH3:1][C:2]1([CH3:16])[C:10](=[O:11])[N:9]2[CH:4]([CH2:5][CH2:6][CH:7]([C:12]([O:14]C)=[O:13])[CH2:8]2)[CH2:3]1.[Li+].[OH-]. Given the product [CH3:1][C:2]1([CH3:16])[C:10](=[O:11])[N:9]2[CH:4]([CH2:5][CH2:6][CH:7]([C:12]([OH:14])=[O:13])[CH2:8]2)[CH2:3]1, predict the reactants needed to synthesize it. (4) Given the product [CH3:1][CH:2]([CH3:37])[C@H:3]([NH:11][S:12]([C:15]1[CH:16]=[CH:17][C:18]2[C:22]3[CH:23]=[C:24]([C:39]4[S:40][CH:41]=[CH:42][N:43]=4)[CH:25]=[CH:26][C:21]=3[O:20][C:19]=2[CH:36]=1)(=[O:13])=[O:14])[C:4]([O:6][C:7]([CH3:8])([CH3:9])[CH3:10])=[O:5], predict the reactants needed to synthesize it. The reactants are: [CH3:1][CH:2]([CH3:37])[C@H:3]([NH:11][S:12]([C:15]1[CH:16]=[CH:17][C:18]2[C:22]3[CH:23]=[C:24](B4OC(C)(C)C(C)(C)O4)[CH:25]=[CH:26][C:21]=3[O:20][C:19]=2[CH:36]=1)(=[O:14])=[O:13])[C:4]([O:6][C:7]([CH3:10])([CH3:9])[CH3:8])=[O:5].Br[C:39]1[S:40][CH:41]=[CH:42][N:43]=1.C([O-])([O-])=O.[K+].[K+]. (5) The reactants are: [Cl:1][C:2]1[CH:3]=[C:4]([CH:39]=[CH:40][C:41]=1[Cl:42])[CH2:5][O:6][C:7]1[CH:12]=[CH:11][C:10]([C@H:13]2[CH2:38][O:37][C:16]3=[CH:17][C:18]4[CH2:19][C@@H:20]([C:34](O)=[O:35])[N:21]([C@H:25]([C:28]5[CH:33]=[CH:32][CH:31]=[CH:30][CH:29]=5)[CH2:26][CH3:27])[CH2:22][C:23]=4[CH:24]=[C:15]3[O:14]2)=[CH:9][CH:8]=1.Cl.C[O:45][C:46](=[O:63])[C@@H:47]([NH2:62])[CH2:48][C:49]1[CH:54]=[CH:53][C:52]([C:55]2[CH:60]=[CH:59][C:58]([Cl:61])=[CH:57][CH:56]=2)=[CH:51][CH:50]=1. Given the product [Cl:61][C:58]1[CH:59]=[CH:60][C:55]([C:52]2[CH:53]=[CH:54][C:49]([CH2:48][C@H:47]([NH:62][C:34]([C@@H:20]3[CH2:19][C:18]4[CH:17]=[C:16]5[O:37][CH2:38][C@H:13]([C:10]6[CH:9]=[CH:8][C:7]([O:6][CH2:5][C:4]7[CH:39]=[CH:40][C:41]([Cl:42])=[C:2]([Cl:1])[CH:3]=7)=[CH:12][CH:11]=6)[O:14][C:15]5=[CH:24][C:23]=4[CH2:22][N:21]3[C@H:25]([C:28]3[CH:33]=[CH:32][CH:31]=[CH:30][CH:29]=3)[CH2:26][CH3:27])=[O:35])[C:46]([OH:45])=[O:63])=[CH:50][CH:51]=2)=[CH:56][CH:57]=1, predict the reactants needed to synthesize it.